From a dataset of Experimentally validated miRNA-target interactions with 360,000+ pairs, plus equal number of negative samples. Binary Classification. Given a miRNA mature sequence and a target amino acid sequence, predict their likelihood of interaction. (1) The miRNA is hsa-miR-5001-5p with sequence AGGGCUGGACUCAGCGGCGGAGCU. The protein sequence of the target gene is MASESSPLLAYRLLGEEGAAFPPNGAGVSGVPSSRKLSTFLGVVVPTVLSMFSIVVFLRIGFVVGHAGLLQALAMLLVAYIILALTVLSVCAIATNGAVRGGGAYFMISRTLGPEVGGSIGLMFYLANVCGCAVSLLGLVESILDVFGADATGSSGIQVLPQGYGWNLLYGSLLLGLVGGVCTLGAGLYARASFLTFLLVSGSLASVLVSFVAVGPRNIPLAPRPGTNASSVPHRHGHFTGFNGSTLRDNLGAGYAEDYTTGAMMTFASVFAVLFNGCTGIMAGANMSGELKDPSRAIPL.... Result: 0 (no interaction). (2) The miRNA is hsa-miR-6758-5p with sequence UAGAGAGGGGAAGGAUGUGAUGU. The protein sequence of the target gene is MFAKLKKKIAEETAVAQRPGGTTRIPRSVSKESVASMGADSGDDFASDGSSSREDLSSQLLRRNEQIRKLEARLSDYAEQVRNLQKIKEKLEIALEKHQDSSMRKFQEQNETFQASRAKMAEGLALALARKDQEWSEKMEQLEKDKRFLTSQLQEVKNQSLSLFQKRDEIDELEGFQQQEISKVKHMLLKKEECLGKMEQELDARTRELNRTQEELVTSNQLSSDLNERLEELQRHCSTLEEQRDHLTASKAGAEHKIVVLEQKEQELQAIIQQHSIDLQKVTAETQEKEKVITHLQEKV.... Result: 0 (no interaction). (3) The miRNA is hsa-miR-517a-3p with sequence AUCGUGCAUCCCUUUAGAGUGU. The protein sequence of the target gene is MAFPELLDRVGGLGRFQLFQTVALVTPILWVTTQNMLENFSAAVPHHRCWVPLLDNSTSQASIPGDLGPDVLLAVSIPPGPDQQPHQCLRFRQPQWQLTESNATATNWSDAATEPCEDGWVYDHSTFRSTIVTTWDLVCNSQALRPMAQSIFLAGILVGAAVCGHASDRFGRRRVLTWSYLLVSVSGTAAAFMPTFPLYCLFRFLLASAVAGVMMNTASLLMEWTSAQGSPLVMTLNALGFSFGQVLTGSVAYGVRSWRMLQLAVSAPFFLFFVYSWWLPESARWLITVGKLDQGLQELQ.... Result: 0 (no interaction). (4) Result: 0 (no interaction). The protein sequence of the target gene is MEPPGEKPGEAEALSITPQLLKSHSGEFALDSILLLKLRGLGVVDLGCLGECLNLEWLDLSGNALTHLGPLASLRQLAVLNVSNNRLTGLEPLAACENLQSLNAAGNLLTTPGQLQCLAGLQALEHLRLRDPLARLSNPLCANASYWAVVRELLPGLKVIDGERVSGRGSELYQLCRDLDSSLRSGSSPGPRAIEAQPWVEPGYWESWPIRSSSILEEACRQFQDTLQECLDLDRQASDSLAQAQQALSPAETTSSFVF. The miRNA is mmu-miR-509-3p with sequence UGAUUGACAUUUCUGUAAUGG. (5) The miRNA is hsa-miR-3160-5p with sequence GGCUUUCUAGUCUCAGCUCUCC. The protein sequence of the target gene is MTVRNIASICNMGTNASALEKDIGPEQFPINEHYFGLVNFGNTCYCNSVLQALYFCRPFRENVLAYKAQQKKKENLLTCLADLFHSIATQKKKVGVIPPKKFISRLRKENDLFDNYMQQDAHEFLNYLLNTIADILQEEKKQEKQNGKLKNGNMNEPAENNKPELTWVHEIFQGTLTNETRCLNCETVSSKDEDFLDLSVDVEQNTSITHCLRDFSNTETLCSEQKYYCETCCSKQEAQKRMRVKKLPMILALHLKRFKYMEQLHRYTKLSYRVVFPLELRLFNTSSDAVNLDRMYDLVA.... Result: 0 (no interaction). (6) The miRNA is hsa-miR-10a-3p with sequence CAAAUUCGUAUCUAGGGGAAUA. The protein sequence of the target gene is METQVLTPHVYWAQRHRELYLRVELSDVQNPAISITDNVLHFKAQGHGAKGDNVYEFHLEFLDLVKPEPAYRLTQRQVNITVQKKGSHWWERLTKQEKRPLFLAPDFDRWLDESDAEMELRAKEEERLNKLRLEREGSPETLTNLKKGYLFMYNLVQLLGFSWIFVNLTVRFFILGKESFYDTFHNVADMMYFCQMLALVETLNAAIGVTSTPVLPALIQFLGRNFILFLVFGTMEEMQNKAVVFFVFYSWSAIEIFRYPFYMLSCIDMDWKVLTWLRYTMWIPLYPLGCLSEAVAVIQS.... Result: 0 (no interaction). (7) The miRNA is hsa-miR-1287-3p with sequence CUCUAGCCACAGAUGCAGUGAU. The protein sequence of the target gene is MAWPGTGPSSRGAPGGVGLRLGLLLQFLLLLRPTLGFGDEEERRCDPIRIAMCQNLGYNVTKMPNLVGHELQTDAELQLTTFTPLIQYGCSSQLQFFLCSVYVPMCTEKINIPIGPCGGMCLSVKRRCEPVLREFGFAWPDTLNCSKFPPQNDHNHMCMEGPGDEEVPLPHKTPIQPGEECHSVGSNSDQYIWVKRSLNCVLKCGYDAGLYSRSAKEFTDIWMAVWASLCFISTTFTVLTFLIDSSRFSYPERPIIFLSMCYNIYSIAYIVRLTVGRERISCDFEEAAEPVLIQEGLKNT.... Result: 0 (no interaction).